This data is from Forward reaction prediction with 1.9M reactions from USPTO patents (1976-2016). The task is: Predict the product of the given reaction. (1) Given the reactants [C:1]1([OH:7])[CH:6]=[CH:5][CH:4]=[CH:3][CH:2]=1.[H-].[Na+].Br[C:11]1[CH:12]=[CH:13][C:14]([N+:17]([O-:19])=[O:18])=[N:15][CH:16]=1.O, predict the reaction product. The product is: [N+:17]([C:14]1[CH:13]=[CH:12][C:11]([O:7][C:1]2[CH:6]=[CH:5][CH:4]=[CH:3][CH:2]=2)=[CH:16][N:15]=1)([O-:19])=[O:18]. (2) The product is: [Cl:1][C:2]1[CH:3]=[C:4]([C:9]2([C:29]([F:31])([F:30])[F:32])[O:13][N:12]=[C:11]([C:14]3[CH:27]=[CH:26][C:17]([C:18]([NH:20][CH:21]4[CH2:22][S:23](=[O:25])(=[N:37][C:35](=[O:36])[C:34]([F:39])([F:38])[F:33])[CH2:24]4)=[O:19])=[C:16]([CH3:28])[CH:15]=3)[CH2:10]2)[CH:5]=[C:6]([Cl:8])[CH:7]=1. Given the reactants [Cl:1][C:2]1[CH:3]=[C:4]([C:9]2([C:29]([F:32])([F:31])[F:30])[O:13][N:12]=[C:11]([C:14]3[CH:27]=[CH:26][C:17]([C:18]([NH:20][CH:21]4[CH2:24][S:23](=[O:25])[CH2:22]4)=[O:19])=[C:16]([CH3:28])[CH:15]=3)[CH2:10]2)[CH:5]=[C:6]([Cl:8])[CH:7]=1.[F:33][C:34]([F:39])([F:38])[C:35]([NH2:37])=[O:36].[O-2].[Mg+2].C(O)(=O)C.C(O)(=O)C.IC1C=CC=CC=1, predict the reaction product. (3) Given the reactants [CH3:1][C:2]1[N:6]=[C:5]([NH:7][C:8](=[O:15])OCC(Cl)(Cl)Cl)[S:4][N:3]=1.[C:16]1([C:22]2[N:26]=[C:25]([N:27]3[CH2:32][CH2:31][NH:30][CH2:29][CH2:28]3)[S:24][N:23]=2)[CH:21]=[CH:20][CH:19]=[CH:18][CH:17]=1.C(N(C(C)C)CC)(C)C.O, predict the reaction product. The product is: [CH3:1][C:2]1[N:6]=[C:5]([NH:7][C:8]([N:30]2[CH2:31][CH2:32][N:27]([C:25]3[S:24][N:23]=[C:22]([C:16]4[CH:21]=[CH:20][CH:19]=[CH:18][CH:17]=4)[N:26]=3)[CH2:28][CH2:29]2)=[O:15])[S:4][N:3]=1. (4) Given the reactants [CH3:1][O:2][CH2:3][CH2:4][O:5][C:6]1[C:15]([O:16]C(C2C=CC=CC=2)=O)=[CH:14][C:13]([N+:25]([O-:27])=[O:26])=[CH:12][C:7]=1[C:8]([O:10][CH3:11])=[O:9].C(=O)([O-])[O-].[K+].[K+], predict the reaction product. The product is: [OH:16][C:15]1[C:6]([O:5][CH2:4][CH2:3][O:2][CH3:1])=[C:7]([CH:12]=[C:13]([N+:25]([O-:27])=[O:26])[CH:14]=1)[C:8]([O:10][CH3:11])=[O:9]. (5) Given the reactants [NH2:1][C:2]1[CH:11]=[CH:10][CH:9]=[C:8]2[C:3]=1[C:4](=[O:21])[N:5]([CH:13]1[CH2:18][CH2:17][C:16](=[O:19])[NH:15][C:14]1=[O:20])[C:6]([CH3:12])=[N:7]2.[CH2:22]([O:29][CH2:30][C:31](Cl)=[O:32])[C:23]1[CH:28]=[CH:27][CH:26]=[CH:25][CH:24]=1, predict the reaction product. The product is: [CH2:22]([O:29][CH2:30][C:31]([NH:1][C:2]1[CH:11]=[CH:10][CH:9]=[C:8]2[C:3]=1[C:4](=[O:21])[N:5]([CH:13]1[CH2:18][CH2:17][C:16](=[O:19])[NH:15][C:14]1=[O:20])[C:6]([CH3:12])=[N:7]2)=[O:32])[C:23]1[CH:28]=[CH:27][CH:26]=[CH:25][CH:24]=1.